From a dataset of Antibody paratope prediction from SAbDab with 1,023 antibody chains. Token-level Classification. Given an antibody amino acid sequence, predict which amino acid positions are active in antigen binding. Output is a list of indices for active paratope positions. (1) Given the antibody sequence: EVLTQTPSSVSAAVGGTVTINCQASQSVYNKNYLAWYQQKPGQPPKRLIYSASTLASGVSSRFKGSGSGTQFTLTISDVQADDVATYYCLGSYDQAAHAFGGGTKVVVE, which amino acid positions are active in antigen binding (paratope)? The paratope positions are: [29, 30, 96]. (2) Given the antibody sequence: EVQLLQSGPELEKPGASVMISCKASGSSFTGYNMNWVRQNIGKSLEWIGAIDPYYGGTSYNQKFKGRATLTVDKSSSTAYMHLKSLTSEDSAVYYCVSGMEYWGQGTSVTVSS, which amino acid positions are active in antigen binding (paratope)? The paratope positions are: [52, 83, 84, 85]. (3) Given the antibody sequence: QEQLVESGGGLVQPGGSLTLSCKASGFDFSTYYMSWVRQAPGKGLEWIGTVYVRQGTTYYASWLNGRFTISSDNAQNTVDLKMNSLTAADTATYFCAKGGYNYDDAFVIWGPGTLVTVS, which amino acid positions are active in antigen binding (paratope)? The paratope positions are: [52, 83, 84, 85, 104, 105, 106]. (4) Given the antibody sequence: EVKLVESGGDLVKPGGSLKLSCAASGFTFSSYGMSWVRQTPDKRLEWVATISRGGSYTYYPDSVKGRFTISRDNAKNTLYLQMSSLKSEDTAMYYCARRETYDEKGFAYWGQGTTVTVSS, which amino acid positions are active in antigen binding (paratope)? The paratope positions are: [52, 83, 84, 85, 104, 105, 106]. (5) The paratope positions are: [51, 52, 81, 82, 83]. Given the antibody sequence: VQLQESGPSLVKPSQTLSLTCSVTGDSITSDYWSWIRKFPGNRLEYMGYVSYSGSTYYNPSLKSRISITRDTSKNQYYLDLNSVTTEDTATYYCANWDGDYWGQGTLVTVS, which amino acid positions are active in antigen binding (paratope)? (6) Given the antibody sequence: DVQLQQSGPDLVKPSQSLSLTCTVTGYSITSGYSWHWIRQFPGNKLEWMGYIHYSAGTNYNPSLKSRISITRDTSKNQFFLQLNSVTTEDTATYYCAREEAMPYGNQAYYYAMDCWGQGTTVTVSS, which amino acid positions are active in antigen binding (paratope)? The paratope positions are: [31, 53, 83, 84, 85, 104, 105, 106, 107, 108, 109, 110, 111, 112]. (7) Given the antibody sequence: QIQLVQSGPELKKPGKTVKISCKASDYTFTDYSLHWVKQAPGKGLKWMGWINTETGDPAYADDFKGRFAFSLETSVRTAYLQINNLKNEDTAIYFCAREDDGLASWGQGTTLTVSS, which amino acid positions are active in antigen binding (paratope)? The paratope positions are: [52, 83, 84, 85]. (8) Given the antibody sequence: VQLQESGPGLVKPSQSLSLTCTVTGYSITSDYAWNWIRQFPGNKLEWMGYITYSGSTGYNPSLKSRISITRDTSKNQFFLQLNSVTTEDTATYYCASYDDYTWFTYWGQGTLVTVSA, which amino acid positions are active in antigen binding (paratope)? The paratope positions are: [30, 52, 82, 83, 84, 103]. (9) Given the antibody sequence: QVTLRESGPALVKPTQTLTLTCTFSGFSLSTAGMSVGWIRQPPGKALEWLADIWWDDKKHYNPSLKDRLTISKDTSANQVVLKVTNMDPADTATYYCARDMIFNFYFDVWGQGTTVTVSS, which amino acid positions are active in antigen binding (paratope)? The paratope positions are: [31, 32, 54, 84, 85, 86, 105, 106]. (10) The paratope positions are: [52, 83, 84, 85, 104, 105, 106, 107, 108, 109, 110, 111, 112, 113]. Given the antibody sequence: EVQLVESGGGLAQPGESLRLSCAASGFNFYTYAMTWVRQAPGKGLEWVSASSSTDGTTYYADSVKGRFTISRDNSKNILYLQMNSLKAEDTATYYCARAVVFTDSSAYYYSKYFDYWSQGTLVTVSS, which amino acid positions are active in antigen binding (paratope)?